Predict the reactants needed to synthesize the given product. From a dataset of Full USPTO retrosynthesis dataset with 1.9M reactions from patents (1976-2016). (1) Given the product [Cl:1][C:2]1[CH:3]=[CH:4][C:5]2[N:11]3[CH:12]=[CH:13][CH:14]=[C:10]3[CH:9]([CH2:15][C:16]([OH:18])=[O:17])[O:8][CH:7]([C:20](=[O:29])[C:21]3[CH:26]=[CH:25][CH:24]=[C:23]([Cl:27])[C:22]=3[Cl:28])[C:6]=2[CH:30]=1, predict the reactants needed to synthesize it. The reactants are: [Cl:1][C:2]1[CH:3]=[CH:4][C:5]2[N:11]3[CH:12]=[CH:13][CH:14]=[C:10]3[CH:9]([CH2:15][C:16]([O:18]C)=[O:17])[O:8][CH:7]([C:20](=[O:29])[C:21]3[CH:26]=[CH:25][CH:24]=[C:23]([Cl:27])[C:22]=3[Cl:28])[C:6]=2[CH:30]=1.CO.[OH-].[Na+].C(O)(=O)CC(CC(O)=O)(C(O)=O)O. (2) Given the product [NH2:8][C:9]1[C:10]([CH3:17])=[N:11][S:12][C:13]=1[C:14]([OH:16])=[O:15], predict the reactants needed to synthesize it. The reactants are: C(OC([NH:8][C:9]1[C:10]([CH3:17])=[N:11][S:12][C:13]=1[C:14]([OH:16])=[O:15])=O)(C)(C)C.O1CCOCC1. (3) Given the product [O:12]1[C:11]2[CH:10]=[CH:9][CH:8]=[C:7]([B:16]([OH:21])[OH:17])[C:15]=2[O:14][CH2:13]1, predict the reactants needed to synthesize it. The reactants are: [Li]CCCC.Br[C:7]1[C:15]2[O:14][CH2:13][O:12][C:11]=2[CH:10]=[CH:9][CH:8]=1.[B:16](OC(C)C)([O:21]C(C)C)[O:17]C(C)C.Cl.[OH-].[Na+]. (4) The reactants are: [NH2:1][C:2]1[CH:7]=[CH:6][C:5]([C:8](=[O:16])[C:9]2[CH:14]=[CH:13][C:12]([CH3:15])=[CH:11][CH:10]=2)=[CH:4][C:3]=1[C:17]([C:19]1[CH:24]=[CH:23][CH:22]=[C:21]([Cl:25])[CH:20]=1)=[O:18].[Cl:26][C:27]([Cl:32])([Cl:31])[C:28](Cl)=[O:29].C(N(CC)CC)C. Given the product [Cl:26][C:27]([Cl:32])([Cl:31])[C:28]([NH:1][C:2]1[CH:7]=[CH:6][C:5]([C:8](=[O:16])[C:9]2[CH:10]=[CH:11][C:12]([CH3:15])=[CH:13][CH:14]=2)=[CH:4][C:3]=1[C:17](=[O:18])[C:19]1[CH:24]=[CH:23][CH:22]=[C:21]([Cl:25])[CH:20]=1)=[O:29], predict the reactants needed to synthesize it.